This data is from Catalyst prediction with 721,799 reactions and 888 catalyst types from USPTO. The task is: Predict which catalyst facilitates the given reaction. (1) Reactant: CO[C:3]([C:5]1[CH2:10][CH:9]([CH2:11][CH2:12][O:13][CH2:14][C:15]2[CH:20]=[CH:19][CH:18]=[CH:17][CH:16]=2)[CH2:8][CH2:7][CH:6]=1)=O.CC(C[AlH]CC(C)C)C.N1C=CC=CC=1.S(=O)(=O)=O.[H-].[H-].[H-].[H-].[Li+].[Al+3]. Product: [CH3:3][C:5]1[CH2:10][CH:9]([CH2:11][CH2:12][O:13][CH2:14][C:15]2[CH:16]=[CH:17][CH:18]=[CH:19][CH:20]=2)[CH2:8][CH2:7][CH:6]=1. The catalyst class is: 1. (2) Reactant: [CH:1]12[NH:7][CH:6]1[CH2:5][CH2:4][N:3]([C:8]([O:10][CH2:11][C:12]1[CH:17]=[CH:16][CH:15]=[CH:14][CH:13]=1)=[O:9])[CH2:2]2.[P:18](Cl)(=[O:25])([O:22][CH2:23][CH3:24])[O:19][CH2:20][CH3:21].C(N(CC)CC)C. Product: [CH2:20]([O:19][P:18]([N:7]1[CH:1]2[CH:6]1[CH2:5][CH2:4][N:3]([C:8]([O:10][CH2:11][C:12]1[CH:17]=[CH:16][CH:15]=[CH:14][CH:13]=1)=[O:9])[CH2:2]2)([O:22][CH2:23][CH3:24])=[O:25])[CH3:21]. The catalyst class is: 2. (3) Reactant: [C:1]([NH:4][NH:5][C:6](=O)[C:7]([CH3:10])([CH3:9])[CH3:8])(=O)[CH3:2].COC1C=CC(P2(SP(C3C=CC(OC)=CC=3)(=S)S2)=[S:21])=CC=1. Product: [C:7]([C:6]1[S:21][C:1]([CH3:2])=[N:4][N:5]=1)([CH3:10])([CH3:9])[CH3:8]. The catalyst class is: 7.